From a dataset of CYP3A4 inhibition data for predicting drug metabolism from PubChem BioAssay. Regression/Classification. Given a drug SMILES string, predict its absorption, distribution, metabolism, or excretion properties. Task type varies by dataset: regression for continuous measurements (e.g., permeability, clearance, half-life) or binary classification for categorical outcomes (e.g., BBB penetration, CYP inhibition). Dataset: cyp3a4_veith. The molecule is O=C(O)CCCCn1ccc(=O)[nH]c1=O. The result is 0 (non-inhibitor).